This data is from Forward reaction prediction with 1.9M reactions from USPTO patents (1976-2016). The task is: Predict the product of the given reaction. (1) Given the reactants C(N(CC)C(C)C)(C)C.[CH2:10]([O:17][C:18]([NH:20][C:21](=[N:24][C:25](=O)[C:26]1[CH:31]=[CH:30][C:29]([O:32][CH3:33])=[CH:28][CH:27]=1)SC)=[O:19])[C:11]1[CH:16]=[CH:15][CH:14]=[CH:13][CH:12]=1.C(O)(=O)C(O)=O.[CH2:41]([NH:43][NH2:44])[CH3:42].CCOCC, predict the reaction product. The product is: [CH2:10]([O:17][C:18](=[O:19])[NH:20][C:21]1[N:24]=[C:25]([C:26]2[CH:31]=[CH:30][C:29]([O:32][CH3:33])=[CH:28][CH:27]=2)[N:43]([CH2:41][CH3:42])[N:44]=1)[C:11]1[CH:16]=[CH:15][CH:14]=[CH:13][CH:12]=1. (2) Given the reactants [CH2:1]([O:4][C@@H:5]1[C@@H:13]([CH2:14][O:15][Si](C(C)(C)C)(C)C)[O:12][C@H:11]2[C@H:7]([N:8]=[C:9]([N:23]([CH3:31])[C:24](=[O:30])[O:25][C:26]([CH3:29])([CH3:28])[CH3:27])[S:10]2)[C@H:6]1[O:32][CH2:33][CH:34]=[CH2:35])[CH:2]=[CH2:3].CCCC[N+](CCCC)(CCCC)CCCC.[F-], predict the reaction product. The product is: [CH2:1]([O:4][C@@H:5]1[C@@H:13]([CH2:14][OH:15])[O:12][C@H:11]2[C@H:7]([N:8]=[C:9]([N:23]([CH3:31])[C:24](=[O:30])[O:25][C:26]([CH3:27])([CH3:28])[CH3:29])[S:10]2)[C@H:6]1[O:32][CH2:33][CH:34]=[CH2:35])[CH:2]=[CH2:3]. (3) Given the reactants [BH3-]C#N.[Na+].[CH:5]([CH:18]1[CH2:23][C:22](=[O:24])[CH:21]=[CH:20][O:19]1)([C:12]1[CH:17]=[CH:16][CH:15]=[CH:14][CH:13]=1)[C:6]1[CH:11]=[CH:10][CH:9]=[CH:8][CH:7]=1.B(F)(F)F.CCOCC, predict the reaction product. The product is: [CH:5]([C@H:18]1[CH2:23][C@H:22]([OH:24])[CH2:21][CH2:20][O:19]1)([C:12]1[CH:17]=[CH:16][CH:15]=[CH:14][CH:13]=1)[C:6]1[CH:7]=[CH:8][CH:9]=[CH:10][CH:11]=1. (4) Given the reactants [C:1](Cl)(=[O:6])[CH2:2][C:3](Cl)=[O:4].[CH2:8]([NH:12][C:13]([NH:15][CH2:16][C:17]1[CH:22]=[CH:21][CH:20]=[CH:19][CH:18]=1)=[O:14])[CH2:9][CH2:10][CH3:11], predict the reaction product. The product is: [CH2:8]([N:12]1[C:3](=[O:4])[CH2:2][C:1](=[O:6])[N:15]([CH2:16][C:17]2[CH:18]=[CH:19][CH:20]=[CH:21][CH:22]=2)[C:13]1=[O:14])[CH2:9][CH2:10][CH3:11]. (5) Given the reactants [CH2:1]1[C:10](=O)[CH2:9][C:8]2[C:3](=[CH:4][CH:5]=[CH:6][CH:7]=2)[CH2:2]1.[C:12]1([C@H:18]([NH2:20])[CH3:19])[CH:17]=[CH:16][CH:15]=[CH:14][CH:13]=1.C(O)=O, predict the reaction product. The product is: [C:12]1([C@H:18]([NH:20][CH:10]2[CH2:1][CH2:2][C:3]3[C:8](=[CH:7][CH:6]=[CH:5][CH:4]=3)[CH2:9]2)[CH3:19])[CH:17]=[CH:16][CH:15]=[CH:14][CH:13]=1. (6) Given the reactants [CH3:1][N:2]([CH3:40])[C:3]1[C:12]2[C:7](=[CH:8][CH:9]=[CH:10][CH:11]=2)[C:6]([CH:13]([C:15]2[N:19](C(C3C=CC=CC=3)(C3C=CC=CC=3)C3C=CC=CC=3)[CH:18]=[N:17][C:16]=2[CH3:39])[OH:14])=[CH:5][CH:4]=1.C([SiH](CC)CC)C, predict the reaction product. The product is: [CH3:40][N:2]([CH3:1])[C:3]1[C:12]2[C:7](=[CH:8][CH:9]=[CH:10][CH:11]=2)[C:6]([CH2:13][C:15]2[N:19]=[CH:18][NH:17][C:16]=2[CH3:39])=[CH:5][CH:4]=1.[CH3:1][N:2]([CH3:40])[C:3]1[C:12]2[C:7](=[CH:8][CH:9]=[CH:10][CH:11]=2)[C:6]([CH:13]([C:15]2[N:19]=[CH:18][NH:17][C:16]=2[CH3:39])[OH:14])=[CH:5][CH:4]=1.